Dataset: Forward reaction prediction with 1.9M reactions from USPTO patents (1976-2016). Task: Predict the product of the given reaction. (1) Given the reactants Cl[C:2]1[C:7]([N+:8]([O-:10])=[O:9])=[CH:6][CH:5]=[C:4]([O:11][CH3:12])[N:3]=1.Cl.[C:14]([O:18][C:19](=[O:22])[CH2:20][NH2:21])([CH3:17])([CH3:16])[CH3:15].CCN(C(C)C)C(C)C, predict the reaction product. The product is: [CH3:12][O:11][C:4]1[N:3]=[C:2]([NH:21][CH2:20][C:19]([O:18][C:14]([CH3:17])([CH3:16])[CH3:15])=[O:22])[C:7]([N+:8]([O-:10])=[O:9])=[CH:6][CH:5]=1. (2) The product is: [Cl:18][C:14]1[CH:5]=[CH:6][N:8]([CH:9]([CH:11]([CH3:13])[CH3:12])[CH3:10])[C:28](=[O:31])[C:15]=1[CH:23]=[O:26]. Given the reactants CN(C=[C:5]([C:14](=O)[CH3:15])[C:6]([NH:8][CH:9]([CH:11]([CH3:13])[CH3:12])[CH3:10])=O)C.[Cl-].[Cl:18]C=[N+](C)C.[C:23](=[O:26])([O-])O.[Na+].[C:28](=[O:31])([O-])[O-].[K+].[K+], predict the reaction product. (3) Given the reactants [C:1]([C:3]1[C:28](=[O:29])[C@@H:27]([CH3:30])[C@@H:6]2[CH2:7][CH2:8][C:9]3[C:10]([C:16]4[CH:17]=[C:18]([CH2:22][CH2:23][C:24](Cl)=[O:25])[CH:19]=[CH:20][CH:21]=4)=[N:11][C:12]([CH3:15])=[N:13][C:14]=3[C@@:5]2([C:31]2[CH:36]=[CH:35][CH:34]=[CH:33][CH:32]=2)[CH:4]=1)#[N:2].[OH-].[NH4+:38].CO, predict the reaction product. The product is: [C:1]([C:3]1[C:28](=[O:29])[C@@H:27]([CH3:30])[C@@H:6]2[CH2:7][CH2:8][C:9]3[C:10]([C:16]4[CH:17]=[C:18]([CH2:22][CH2:23][C:24]([NH2:38])=[O:25])[CH:19]=[CH:20][CH:21]=4)=[N:11][C:12]([CH3:15])=[N:13][C:14]=3[C@@:5]2([C:31]2[CH:36]=[CH:35][CH:34]=[CH:33][CH:32]=2)[CH:4]=1)#[N:2]. (4) Given the reactants [CH3:1][O:2][CH2:3][CH2:4][N:5]1[CH2:11][CH2:10][C:9]2[CH:12]=[C:13]([NH2:16])[CH:14]=[CH:15][C:8]=2[CH2:7][CH2:6]1.Cl[C:18]1[N:23]=[C:22]([NH:24][C:25]2[C:36]([F:37])=[CH:35][CH:34]=[CH:33][C:26]=2[C:27]([NH:29][CH2:30][C:31]#[CH:32])=[O:28])[C:21]([Cl:38])=[CH:20][N:19]=1, predict the reaction product. The product is: [Cl:38][C:21]1[C:22]([NH:24][C:25]2[C:36]([F:37])=[CH:35][CH:34]=[CH:33][C:26]=2[C:27]([NH:29][CH2:30][C:31]#[CH:32])=[O:28])=[N:23][C:18]([NH:16][C:13]2[CH:14]=[CH:15][C:8]3[CH2:7][CH2:6][N:5]([CH2:4][CH2:3][O:2][CH3:1])[CH2:11][CH2:10][C:9]=3[CH:12]=2)=[N:19][CH:20]=1. (5) Given the reactants Cl[C:2]1[CH:7]=[CH:6][CH:5]=[CH:4][C:3]=1[CH2:8][S:9]([NH2:12])(=[O:11])=[O:10].C(P(C(C)(C)C)C1C=CC=CC=1C1C(C(C)C)=CC(C(C)C)=CC=1C(C)C)(C)(C)C.C(=O)([O-])[O-].[K+].[K+], predict the reaction product. The product is: [NH:12]1[C:2]2[CH:7]=[CH:6][CH:5]=[CH:4][C:3]=2[CH2:8][S:9]1(=[O:11])=[O:10].